Dataset: Forward reaction prediction with 1.9M reactions from USPTO patents (1976-2016). Task: Predict the product of the given reaction. (1) Given the reactants [Br:1][C:2]1[CH:7]=[CH:6][C:5]([CH:8]([C:19]2[CH:24]=[CH:23][CH:22]=[CH:21][C:20]=2[F:25])[CH2:9][C:10]([C:12]2[CH:13]=[CH:14][C:15](=[O:18])[NH:16][CH:17]=2)=[O:11])=[CH:4][CH:3]=1.IC.[C:28](=O)([O-])[O-].[K+].[K+], predict the reaction product. The product is: [Br:1][C:2]1[CH:7]=[CH:6][C:5]([CH:8]([C:19]2[CH:24]=[CH:23][CH:22]=[CH:21][C:20]=2[F:25])[CH2:9][C:10]([C:12]2[CH:13]=[CH:14][C:15](=[O:18])[N:16]([CH3:28])[CH:17]=2)=[O:11])=[CH:4][CH:3]=1. (2) The product is: [Br:1][C:2]1[CH:3]=[C:4]([O:9][CH2:11][CH2:12][O:13][CH3:14])[CH:5]=[C:6]([Cl:8])[CH:7]=1. Given the reactants [Br:1][C:2]1[CH:3]=[C:4]([OH:9])[CH:5]=[C:6]([Cl:8])[CH:7]=1.Br[CH2:11][CH2:12][O:13][CH3:14].C([O-])([O-])=O.[Cs+].[Cs+], predict the reaction product.